This data is from Full USPTO retrosynthesis dataset with 1.9M reactions from patents (1976-2016). The task is: Predict the reactants needed to synthesize the given product. (1) Given the product [Cl:33][C:30]1[CH:29]=[CH:28][C:27]([C:25]2[O:24][C:23]([CH3:34])=[C:22]([C:20]([NH:19][CH2:18][C:13]3[CH:14]=[C:15]4[C:10](=[CH:11][CH:12]=3)[CH:9]=[C:8]([O:7][CH2:6][C:5]([OH:35])=[O:4])[CH:17]=[CH:16]4)=[O:21])[CH:26]=2)=[CH:32][CH:31]=1, predict the reactants needed to synthesize it. The reactants are: [OH-].[Na+].C[O:4][C:5](=[O:35])[CH2:6][O:7][C:8]1[CH:17]=[CH:16][C:15]2[C:10](=[CH:11][CH:12]=[C:13]([CH2:18][NH:19][C:20]([C:22]3[CH:26]=[C:25]([C:27]4[CH:32]=[CH:31][C:30]([Cl:33])=[CH:29][CH:28]=4)[O:24][C:23]=3[CH3:34])=[O:21])[CH:14]=2)[CH:9]=1.O.Cl. (2) Given the product [C:1]([O:5][C:6]([N:8]1[CH2:14][CH2:13][C:12]2[CH:15]=[CH:16][C:17]([NH:19][S:20]([C:23]3[CH:28]=[CH:27][C:26]([CH2:29][O:30][S:39]([CH3:38])(=[O:41])=[O:40])=[CH:25][CH:24]=3)(=[O:22])=[O:21])=[CH:18][C:11]=2[CH2:10][CH2:9]1)=[O:7])([CH3:4])([CH3:2])[CH3:3], predict the reactants needed to synthesize it. The reactants are: [C:1]([O:5][C:6]([N:8]1[CH2:14][CH2:13][C:12]2[CH:15]=[CH:16][C:17]([NH:19][S:20]([C:23]3[CH:28]=[CH:27][C:26]([CH2:29][OH:30])=[CH:25][CH:24]=3)(=[O:22])=[O:21])=[CH:18][C:11]=2[CH2:10][CH2:9]1)=[O:7])([CH3:4])([CH3:3])[CH3:2].C(N(CC)CC)C.[CH3:38][S:39](Cl)(=[O:41])=[O:40]. (3) Given the product [CH2:12]([NH:14][C:15]([NH:17][C:18]1[N:19]=[C:20]2[CH:25]=[C:11]([C:10]([N:33]3[CH2:38][CH2:37][CH2:36][CH2:35][CH2:34]3)=[O:9])[CH:23]=[CH:22][N:21]2[CH:32]=1)=[O:16])[CH3:13], predict the reactants needed to synthesize it. The reactants are: C(OC([O:9][CH2:10][CH3:11])=O)(=O)OCC.[CH2:12]([NH:14][C:15]([NH:17][C:18]1[N:19]=[C:20]2[CH:25]=C(C3C=NC=CC=3)[CH:23]=[CH:22][N:21]2[CH:32]=1)=[O:16])[CH3:13].[NH:33]1[CH2:38][CH2:37][CH2:36][CH2:35][CH2:34]1. (4) Given the product [OH:44][CH2:43][CH2:45][NH:46][C:28](=[O:29])[CH2:27][CH2:26][CH2:25][N:2]([CH3:1])[C:3]([C:5]1[CH:6]=[C:7]2[C:15](=[CH:16][CH:17]=1)[N:14]([CH3:18])[C:13]1[CH2:12][CH2:11][C@@H:10]([CH:19]3[CH2:20][CH2:21][O:22][CH2:23][CH2:24]3)[CH2:9][C:8]2=1)=[O:4], predict the reactants needed to synthesize it. The reactants are: [CH3:1][N:2]([CH2:25][CH2:26][CH2:27][C:28](OC)=[O:29])[C:3]([C:5]1[CH:6]=[C:7]2[C:15](=[CH:16][CH:17]=1)[N:14]([CH3:18])[C:13]1[CH2:12][CH2:11][C@@H:10]([CH:19]3[CH2:24][CH2:23][O:22][CH2:21][CH2:20]3)[CH2:9][C:8]2=1)=[O:4].[OH-].[Li+].C(N(CC)C(C)C)(C)C.[CH2:43]([CH2:45][NH2:46])[OH:44].CN(C(ON1N=NC2C=CC=NC1=2)=[N+](C)C)C.F[P-](F)(F)(F)(F)F. (5) Given the product [Cl:1][C:2]1[CH:3]=[C:4]([CH:8]=[CH:9][C:10]=1[C:11]([N:13]1[CH2:17][CH:16]=[CH:15][CH2:14]1)=[O:12])[C:5]([NH:66][C@H:57]([C:55]1[NH:54][C:53]2[CH:67]=[CH:68][C:50]([Cl:49])=[CH:51][C:52]=2[N:56]=1)[CH2:58][O:59][C:60]([O:62][CH:63]([CH3:65])[CH3:64])=[O:61])=[O:7], predict the reactants needed to synthesize it. The reactants are: [Cl:1][C:2]1[CH:3]=[C:4]([CH:8]=[CH:9][C:10]=1[C:11]([N:13]1[CH2:17][CH:16]=[CH:15][CH2:14]1)=[O:12])[C:5]([OH:7])=O.CN(C(ON1N=NC2C=CC=CC1=2)=[N+](C)C)C.[B-](F)(F)(F)F.C(N(C(C)C)CC)(C)C.[Cl:49][C:50]1[CH:68]=[CH:67][C:53]2[NH:54][C:55]([C@@H:57]([NH2:66])[CH2:58][O:59][C:60]([O:62][CH:63]([CH3:65])[CH3:64])=[O:61])=[N:56][C:52]=2[CH:51]=1.ClCl. (6) Given the product [CH:1]1([C:4]2[CH:5]=[C:6]([NH2:7])[N:16]([CH2:14][CH3:15])[N:17]=2)[CH2:3][CH2:2]1, predict the reactants needed to synthesize it. The reactants are: [CH:1]1([C:4](=O)[CH2:5][C:6]#[N:7])[CH2:3][CH2:2]1.C([O-])(=O)C.[Na+].[CH2:14]([NH:16][NH2:17])[CH3:15].C([O-])(=O)C([O-])=O. (7) Given the product [CH3:1][C:2]1[CH:3]=[C:4]([N:5]=[C:25]([NH2:26])[N:31]([C:32]([O:34][C:35]([CH3:36])([CH3:37])[CH3:38])=[O:33])[C:32]([O:34][C:35]([CH3:38])([CH3:37])[CH3:36])=[O:33])[CH:6]=[CH:7][C:8]=1[N:9]1[CH2:14][C@@H:13]2[CH2:15][C@H:10]1[CH2:11][N:12]2[CH3:16], predict the reactants needed to synthesize it. The reactants are: [CH3:1][C:2]1[CH:3]=[C:4]([CH:6]=[CH:7][C:8]=1[N:9]1[CH2:14][C@@H:13]2[CH2:15][C@H:10]1[CH2:11][N:12]2[CH3:16])[NH2:5].C(OC(N[C:25](=[N:31][C:32]([O:34][C:35]([CH3:38])([CH3:37])[CH3:36])=[O:33])[N:26]1C=CC=N1)=O)(C)(C)C.